From a dataset of Full USPTO retrosynthesis dataset with 1.9M reactions from patents (1976-2016). Predict the reactants needed to synthesize the given product. The reactants are: C(OC([NH:8][CH:9]1[CH2:13][CH2:12][N:11]([S:14]([C:17]2[C:18]3[C:19]([Br:29])=[CH:20][N:21]=[C:22]([O:27]C)[C:23]=3[CH:24]=[CH:25][CH:26]=2)(=[O:16])=[O:15])[CH2:10]1)=O)(C)(C)C.[ClH:30].CO. Given the product [NH2:8][CH:9]1[CH2:13][CH2:12][N:11]([S:14]([C:17]2[C:18]3[C:19]([Br:29])=[CH:20][N:21]=[C:22]([OH:27])[C:23]=3[CH:24]=[CH:25][CH:26]=2)(=[O:15])=[O:16])[CH2:10]1.[ClH:30], predict the reactants needed to synthesize it.